Dataset: Reaction yield outcomes from USPTO patents with 853,638 reactions. Task: Predict the reaction yield, written as a fraction of the theoretical maximum amount of product (1.0 means a 100% yield; for example, 0.34 means a 34% yield). (1) The reactants are [Br:1][C:2]1[N:7]=[C:6]([C@@:8]2([CH:15]([F:17])[F:16])[NH:13][C:12](=S)[CH2:11][O:10][CH2:9]2)[C:5]([F:18])=[CH:4][CH:3]=1.[NH3:19]. The catalyst is CO.C(OCC)(=O)C. The product is [Br:1][C:2]1[N:7]=[C:6]([C@:8]2([CH:15]([F:17])[F:16])[CH2:9][O:10][CH2:11][C:12]([NH2:19])=[N:13]2)[C:5]([F:18])=[CH:4][CH:3]=1. The yield is 0.310. (2) The reactants are [Cl:1][C:2]1[C:7]([CH:8]=[N:9]O)=[C:6]([Cl:11])[N:5]=[C:4]([S:12][CH3:13])[N:3]=1.O=S(Cl)Cl. No catalyst specified. The product is [Cl:1][C:2]1[C:7]([C:8]#[N:9])=[C:6]([Cl:11])[N:5]=[C:4]([S:12][CH3:13])[N:3]=1. The yield is 0.930. (3) The reactants are [Br:1][C:2]1[CH:3]=[C:4]2[C:9](=[CH:10][CH:11]=1)[C:8](=[O:12])[NH:7][C:6](=[O:13])/[C:5]/2=[CH:14]/OC.[CH2:17]([N:19]([CH2:22][CH3:23])[CH2:20]C)C.C[N:25]([CH3:28])C=O. No catalyst specified. The product is [Br:1][C:2]1[CH:3]=[C:4]2[C:9](=[CH:10][CH:11]=1)[C:8](=[O:12])[NH:7][C:6](=[O:13])/[C:5]/2=[CH:14]\[NH:25][C:28]1[CH:6]=[CH:5][C:4]([CH2:9][CH2:23][CH2:22][N:19]([CH3:17])[CH3:20])=[CH:3][CH:2]=1. The yield is 0.750. (4) The reactants are [O:1]=[C:2]1[C:7]([CH2:8][C:9]2[CH:14]=[CH:13][C:12]([C:15]3[C:16]([C:21]#[N:22])=[CH:17][CH:18]=[CH:19][CH:20]=3)=[CH:11][CH:10]=2)=[C:6]([CH2:23][CH2:24][CH3:25])[N:5]2[N:26]=[CH:27][CH:28]=[C:4]2[N:3]1[C@H:29]1[CH2:34][CH2:33][C@H:32]([O:35][CH2:36][C:37](=[O:39])[CH3:38])[CH2:31][CH2:30]1.[CH:40]1([Mg]Br)[CH2:42][CH2:41]1.C(OCC)(=O)C. The catalyst is O1CCCC1. The product is [CH:40]1([C:37]([OH:39])([CH3:38])[CH2:36][O:35][C@H:32]2[CH2:31][CH2:30][C@H:29]([N:3]3[C:2](=[O:1])[C:7]([CH2:8][C:9]4[CH:14]=[CH:13][C:12]([C:15]5[C:16]([C:21]#[N:22])=[CH:17][CH:18]=[CH:19][CH:20]=5)=[CH:11][CH:10]=4)=[C:6]([CH2:23][CH2:24][CH3:25])[N:5]4[N:26]=[CH:27][CH:28]=[C:4]34)[CH2:34][CH2:33]2)[CH2:42][CH2:41]1. The yield is 0.680. (5) The product is [CH3:1][N:2]([CH3:32])[C:3]1[CH:8]=[C:7]([C:9]2[CH:10]=[N:11][N:12]([C:16]3[CH:31]=[CH:30][C:19]([C:20]([NH:22][CH2:23][CH:24]4[CH2:29][CH2:28][O:27][CH2:26][CH2:25]4)=[O:21])=[CH:18][N:17]=3)[C:13]=2[OH:14])[CH:6]=[CH:5][N:4]=1. The yield is 0.493. The catalyst is CS(C)=O. The reactants are [CH3:1][N:2]([CH3:32])[C:3]1[CH:8]=[C:7]([C:9]2[CH:10]=[N:11][N:12]([C:16]3[CH:31]=[CH:30][C:19]([C:20]([NH:22][CH2:23][CH:24]4[CH2:29][CH2:28][O:27][CH2:26][CH2:25]4)=[O:21])=[CH:18][N:17]=3)[C:13]=2[O:14]C)[CH:6]=[CH:5][N:4]=1.[Cl-].[Li+].CC(N(C)C)=O.